From a dataset of Reaction yield outcomes from USPTO patents with 853,638 reactions. Predict the reaction yield, written as a fraction of the theoretical maximum amount of product (1.0 means a 100% yield; for example, 0.34 means a 34% yield). (1) The reactants are C1C=C(Cl)C=C(C(OO)=[O:9])C=1.[CH3:12][C:13]1[CH:14]=[CH:15][C:16]([C:19]([OH:21])=[O:20])=[N:17][CH:18]=1. The catalyst is C(Cl)Cl. The product is [CH3:12][C:13]1[CH:18]=[N+:17]([O-:9])[C:16]([C:19]([OH:21])=[O:20])=[CH:15][CH:14]=1. The yield is 0.403. (2) The reactants are [Br:1][C:2]1[CH:3]=[C:4]([C:8]2[N:9]=[C:10]([NH:13]C(=O)C)[NH:11][CH:12]=2)[CH:5]=[CH:6][CH:7]=1.Cl. The catalyst is CO.O. The product is [Br:1][C:2]1[CH:3]=[C:4]([C:8]2[N:9]=[C:10]([NH2:13])[NH:11][CH:12]=2)[CH:5]=[CH:6][CH:7]=1. The yield is 0.860. (3) The reactants are [H-].[Na+].[C:3]([C:7]1[C:12]([F:13])=[CH:11][C:10]([OH:14])=[CH:9][C:8]=1[F:15])([CH3:6])([CH3:5])[CH3:4].Br[CH2:17][C:18]([O:20][C:21]([CH3:24])([CH3:23])[CH3:22])=[O:19]. The catalyst is C1COCC1. The product is [C:21]([O:20][C:18](=[O:19])[CH2:17][O:14][C:10]1[CH:9]=[C:8]([F:15])[C:7]([C:3]([CH3:6])([CH3:4])[CH3:5])=[C:12]([F:13])[CH:11]=1)([CH3:24])([CH3:23])[CH3:22]. The yield is 0.860. (4) The reactants are [O:1]([C:9]([F:12])([F:11])[F:10])S(C(F)(F)F)(=O)=O.[F-].[K+].S(O[CH2:20][CH2:21][CH2:22][CH2:23][CH2:24][CH2:25][CH2:26][CH2:27][CH:28]=[CH2:29])(=O)(=O)C.O(C(F)(F)F)[K]. The catalyst is CN(C)C(=O)C. The product is [F:10][C:9]([F:12])([F:11])[O:1][CH2:29][CH2:28][CH2:27][CH2:26][CH2:25][CH2:24][CH2:23][CH2:22][CH:21]=[CH2:20]. The yield is 0.870. (5) The reactants are [N:1]1[CH:6]=[CH:5][CH:4]=[C:3]([NH2:7])[CH:2]=1.Br[C:9]1[C:10](=[O:17])[N:11]([CH3:16])[CH:12]=[C:13]([Br:15])[N:14]=1. The catalyst is C(O)(C)C. The product is [Br:15][C:13]1[N:14]=[C:9]([NH:7][C:3]2[CH:2]=[N:1][CH:6]=[CH:5][CH:4]=2)[C:10](=[O:17])[N:11]([CH3:16])[CH:12]=1. The yield is 0.500. (6) The yield is 1.00. The product is [F:21][C:22]([F:27])([F:26])[C:23]([OH:25])=[O:24].[F:20][C:17]([F:18])([F:19])[C:12]1[N:13]=[CH:14][C:15]2[CH2:16][NH:8][CH2:9][C:10]=2[N:11]=1. The catalyst is ClCCl. The reactants are C(OC([N:8]1[CH2:16][C:15]2[CH:14]=[N:13][C:12]([C:17]([F:20])([F:19])[F:18])=[N:11][C:10]=2[CH2:9]1)=O)(C)(C)C.[F:21][C:22]([F:27])([F:26])[C:23]([OH:25])=[O:24]. (7) The reactants are [OH:1][CH2:2][CH2:3][CH2:4][N:5]1[CH:9]=[C:8]([C:10]2[CH:11]=[CH:12][C:13]([NH:21][C:22]3[C:27]([C:28]([F:31])([F:30])[F:29])=[CH:26][N:25]=[C:24]([NH:32][C:33]4[CH:47]=[CH:46][C:36]([CH2:37][P:38](=[O:45])([O:42][CH2:43][CH3:44])[O:39][CH2:40][CH3:41])=[CH:35][C:34]=4OC)[N:23]=3)=[C:14]3[C:18]=2[CH2:17][N:16]([CH3:19])[C:15]3=[O:20])[CH:7]=[N:6]1.NC1C=CC(C2C=NN(CCCO)C=2)=CC=1C(N(C)C)=O. No catalyst specified. The product is [CH3:19][N:16]([CH3:17])[C:15]([C:14]1[CH:18]=[C:10]([C:8]2[CH:7]=[N:6][N:5]([CH2:4][CH2:3][CH2:2][OH:1])[CH:9]=2)[CH:11]=[CH:12][C:13]=1[NH:21][C:22]1[C:27]([C:28]([F:29])([F:31])[F:30])=[CH:26][N:25]=[C:24]([NH:32][C:33]2[CH:34]=[CH:35][C:36]([CH2:37][P:38](=[O:45])([O:39][CH2:40][CH3:41])[O:42][CH2:43][CH3:44])=[CH:46][CH:47]=2)[N:23]=1)=[O:20]. The yield is 0.220.